Dataset: Reaction yield outcomes from USPTO patents with 853,638 reactions. Task: Predict the reaction yield, written as a fraction of the theoretical maximum amount of product (1.0 means a 100% yield; for example, 0.34 means a 34% yield). (1) The reactants are [CH3:1][CH2:2][C:3]1[CH:4]=[CH:5][C:6]([C:9]([CH:11]([CH2:13][N:14]2[CH2:19][CH2:18][CH2:17][CH2:16][CH2:15]2)[CH3:12])=[O:10])=[CH:7][CH:8]=1.C(=O)=O.[CH3:23][S:24]([OH:27])(=[O:26])=[O:25]. The catalyst is C(OCC)C. The product is [CH3:1][CH2:2][C:3]1[CH:8]=[CH:7][C:6]([C:9]([CH:11]([CH2:13][N:14]2[CH2:19][CH2:18][CH2:17][CH2:16][CH2:15]2)[CH3:12])=[O:10])=[CH:5][CH:4]=1.[S:24]([O-:27])(=[O:26])(=[O:25])[CH3:23]. The yield is 0.520. (2) The reactants are [NH2:1][C@H:2]([C:6]([OH:8])=[O:7])[CH2:3][CH2:4]O.OS(O)(=O)=O.[CH3:14][SH:15]. The catalyst is CS(C)=O. The product is [NH2:1][C@H:2]([C:6]([OH:8])=[O:7])[CH2:3][CH2:4][S:15][CH3:14]. The yield is 0.220. (3) The reactants are C(=O)([O-])[O-].[K+].[K+].[C:7]1([OH:13])[CH:12]=[CH:11][CH:10]=[CH:9][CH:8]=1.Br[CH2:15][CH2:16][CH2:17][Cl:18]. The catalyst is CC(C)=O. The product is [Cl:18][CH2:17][CH2:16][CH2:15][O:13][C:7]1[CH:12]=[CH:11][CH:10]=[CH:9][CH:8]=1. The yield is 0.980. (4) The reactants are [OH:1][C:2]1[CH:10]=[CH:9][C:8]2[N:7]3[CH2:11][CH2:12][CH2:13][NH:14][C:15](=[O:16])[C:6]3=[CH:5][C:4]=2[CH:3]=1.C(=O)([O-])[O-].[K+].[K+].Br[CH2:24][CH2:25][CH2:26][Cl:27]. No catalyst specified. The product is [Cl:27][CH2:26][CH2:25][CH2:24][O:1][C:2]1[CH:10]=[CH:9][C:8]2[N:7]3[CH2:11][CH2:12][CH2:13][NH:14][C:15](=[O:16])[C:6]3=[CH:5][C:4]=2[CH:3]=1. The yield is 0.350. (5) The reactants are ClCCl.C(=O)([O-])[O-].[K+].[K+].Br[C:11]1[N:16]=[C:15]([C:17](=[O:20])[NH:18][CH3:19])[C:14]([NH:21][C:22]2[C:27]([C:28]([F:31])([F:30])[F:29])=[CH:26][N:25]=[C:24]([NH:32][C:33]3[CH:45]=[CH:44][C:36]([CH2:37][P:38](=[O:43])([OH:42])[O:39][CH2:40][CH3:41])=[CH:35][C:34]=3[O:46][CH3:47])[N:23]=2)=[CH:13][CH:12]=1.[CH2:48]([O:55][CH2:56][CH2:57][CH2:58][N:59]1[CH:63]=[C:62](B2OC(C)(C)C(C)(C)O2)[CH:61]=[C:60]1[C:73]([O:75][CH3:76])=[O:74])[C:49]1[CH:54]=[CH:53][CH:52]=[CH:51][CH:50]=1. The catalyst is O1CCOCC1. The product is [CH2:48]([O:55][CH2:56][CH2:57][CH2:58][N:59]1[CH:63]=[C:62]([C:11]2[CH:12]=[CH:13][C:14]([NH:21][C:22]3[C:27]([C:28]([F:31])([F:29])[F:30])=[CH:26][N:25]=[C:24]([NH:32][C:33]4[CH:45]=[CH:44][C:36]([CH2:37][P:38]([O:39][CH2:40][CH3:41])([OH:42])=[O:43])=[CH:35][C:34]=4[O:46][CH3:47])[N:23]=3)=[C:15]([C:17](=[O:20])[NH:18][CH3:19])[N:16]=2)[CH:61]=[C:60]1[C:73]([O:75][CH3:76])=[O:74])[C:49]1[CH:50]=[CH:51][CH:52]=[CH:53][CH:54]=1. The yield is 0.820.